Dataset: Reaction yield outcomes from USPTO patents with 853,638 reactions. Task: Predict the reaction yield, written as a fraction of the theoretical maximum amount of product (1.0 means a 100% yield; for example, 0.34 means a 34% yield). (1) The reactants are [CH2:1]([O:3][C:4](=[O:32])[CH2:5][CH2:6][CH2:7][CH2:8][CH2:9][CH2:10][N:11]([C:26]1[CH:31]=[CH:30][CH:29]=[CH:28][N:27]=1)[C:12]1[CH:17]=[CH:16][C:15](OS(C(F)(F)F)(=O)=O)=[CH:14][N:13]=1)[CH3:2].[F:33][C:34]1[CH:39]=[CH:38][C:37](B(O)O)=[CH:36][CH:35]=1.C(=O)([O-])[O-].[K+].[K+].O. The catalyst is C1(C)C=CC=CC=1.C1C=CC([P]([Pd]([P](C2C=CC=CC=2)(C2C=CC=CC=2)C2C=CC=CC=2)([P](C2C=CC=CC=2)(C2C=CC=CC=2)C2C=CC=CC=2)[P](C2C=CC=CC=2)(C2C=CC=CC=2)C2C=CC=CC=2)(C2C=CC=CC=2)C2C=CC=CC=2)=CC=1. The product is [CH2:1]([O:3][C:4](=[O:32])[CH2:5][CH2:6][CH2:7][CH2:8][CH2:9][CH2:10][N:11]([C:12]1[CH:17]=[CH:16][C:15]([C:37]2[CH:38]=[CH:39][C:34]([F:33])=[CH:35][CH:36]=2)=[CH:14][N:13]=1)[C:26]1[CH:31]=[CH:30][CH:29]=[CH:28][N:27]=1)[CH3:2]. The yield is 0.220. (2) The reactants are [NH2:1][C:2]1[CH:3]=[C:4]([CH:21]=[CH:22][CH:23]=1)[O:5][C:6]1[CH:7]=[CH:8][C:9]2[N:10]([CH:12]=[C:13]([NH:15][C:16]([CH:18]3[CH2:20][CH2:19]3)=[O:17])[N:14]=2)[N:11]=1.Cl.[N:25]1[CH:30]=[CH:29][CH:28]=[CH:27][C:26]=1[C:31](Cl)=[O:32].C(=O)([O-])O.[Na+]. The product is [CH:18]1([C:16]([NH:15][C:13]2[N:14]=[C:9]3[CH:8]=[CH:7][C:6]([O:5][C:4]4[CH:3]=[C:2]([NH:1][C:31]([C:26]5[CH:27]=[CH:28][CH:29]=[CH:30][N:25]=5)=[O:32])[CH:23]=[CH:22][CH:21]=4)=[N:11][N:10]3[CH:12]=2)=[O:17])[CH2:20][CH2:19]1. The catalyst is CN1CCCC1=O. The yield is 0.630. (3) The reactants are [Br:1][C:2]1[C:3]([CH3:13])=[N:4][C:5]([C:8]2[NH:12][CH:11]=[N:10][N:9]=2)=[CH:6][CH:7]=1.[O:14]1[CH:19]=[CH:18][CH2:17][CH2:16][CH2:15]1.CS(O)(=O)=O.C(N(CC)CC)C. The catalyst is O1CCCC1. The product is [Br:1][C:2]1[C:3]([CH3:13])=[N:4][C:5]([C:8]2[N:12]=[CH:11][N:10]([CH:15]3[CH2:16][CH2:17][CH2:18][CH2:19][O:14]3)[N:9]=2)=[CH:6][CH:7]=1. The yield is 0.800.